This data is from Full USPTO retrosynthesis dataset with 1.9M reactions from patents (1976-2016). The task is: Predict the reactants needed to synthesize the given product. Given the product [N:42]1([C:22]([C:7]2[C:8]3[CH2:9][CH2:10][C:11]4([NH:20][C:21]=3[C:4]3[N:3]=[C:2]([CH3:1])[N:25]([CH3:26])[C:5]=3[CH:6]=2)[CH2:12][C:13]2[C:18](=[CH:17][CH:16]=[CH:15][CH:14]=2)[CH2:19]4)=[O:23])[CH2:39][CH2:38][CH2:37]1, predict the reactants needed to synthesize it. The reactants are: [CH3:1][C:2]1[N:25]([CH3:26])[C:5]2[CH:6]=[C:7]([C:22](O)=[O:23])[C:8]3[CH2:9][CH2:10][C:11]4([NH:20][C:21]=3[C:4]=2[N:3]=1)[CH2:19][C:18]1[C:13](=[CH:14][CH:15]=[CH:16][CH:17]=1)[CH2:12]4.CN(C(O[N:42]1N=[N:42][C:37]2[CH:38]=[CH:39][CH:39]=[CH:38][C:37]1=2)=[N+](C)C)C.[B-](F)(F)(F)F.N1CCC1.